This data is from TCR-epitope binding with 47,182 pairs between 192 epitopes and 23,139 TCRs. The task is: Binary Classification. Given a T-cell receptor sequence (or CDR3 region) and an epitope sequence, predict whether binding occurs between them. (1) The epitope is QARQMVQAMRTIGTHP. The TCR CDR3 sequence is CSVQLGLAGTGELFF. Result: 0 (the TCR does not bind to the epitope). (2) The epitope is ISDYDYYRY. The TCR CDR3 sequence is CASTGPYGYTF. Result: 0 (the TCR does not bind to the epitope). (3) The epitope is KTWGQYWQV. The TCR CDR3 sequence is CASSQDRGAVYGYTF. Result: 0 (the TCR does not bind to the epitope). (4) The epitope is IPRRNVATL. The TCR CDR3 sequence is CASSPGTSGGPNTGELFF. Result: 1 (the TCR binds to the epitope). (5) The epitope is RQLLFVVEV. The TCR CDR3 sequence is CASSPDRVADNEQFF. Result: 1 (the TCR binds to the epitope). (6) The epitope is RPHERNGFTVL. The TCR CDR3 sequence is CASSPATGSNQPQHF. Result: 0 (the TCR does not bind to the epitope). (7) The epitope is PKYVKQNTLKLAT. The TCR CDR3 sequence is CASSPTQGHSGNTIYF. Result: 1 (the TCR binds to the epitope). (8) The TCR CDR3 sequence is CASSQEMTSYVNYGYTF. Result: 1 (the TCR binds to the epitope). The epitope is IPIQASLPF. (9) The epitope is HSKKKCDEL. The TCR CDR3 sequence is CASSWLAGGSYQETQYF. Result: 0 (the TCR does not bind to the epitope).